This data is from Full USPTO retrosynthesis dataset with 1.9M reactions from patents (1976-2016). The task is: Predict the reactants needed to synthesize the given product. (1) Given the product [CH3:31][C:24]1[CH:25]=[CH:20][C:21]([S:26]([O:16][CH2:15][C@@H:12]2[O:11][C:10]3[CH:17]=[C:6]([S:3]([C:2]([F:1])([F:18])[F:19])(=[O:5])=[O:4])[CH:7]=[CH:8][C:9]=3[O:14][CH2:13]2)(=[O:27])=[O:28])=[CH:22][CH:23]=1, predict the reactants needed to synthesize it. The reactants are: [F:1][C:2]([F:19])([F:18])[S:3]([C:6]1[CH:7]=[CH:8][C:9]2[O:14][CH2:13][CH:12]([CH2:15][OH:16])[O:11][C:10]=2[CH:17]=1)(=[O:5])=[O:4].[C:20]1(C)[C:21]([S:26](Cl)(=[O:28])=[O:27])=[CH:22][CH:23]=[CH:24][CH:25]=1.[CH2:31](Cl)Cl. (2) Given the product [F:21][CH:22]([N:9]([C:6]1[CH:5]=[CH:4][C:3]([O:2][CH3:1])=[CH:8][CH:7]=1)[C:10]1[C:19]2[C:14](=[CH:15][CH:16]=[CH:17][CH:18]=2)[N:13]=[C:12]([CH3:20])[N:11]=1)[F:24], predict the reactants needed to synthesize it. The reactants are: [CH3:1][O:2][C:3]1[CH:8]=[CH:7][C:6]([NH:9][C:10]2[C:19]3[C:14](=[CH:15][CH:16]=[CH:17][CH:18]=3)[N:13]=[C:12]([CH3:20])[N:11]=2)=[CH:5][CH:4]=1.[F:21][CH:22]([F:24])Cl.C(=O)([O-])[O-].[Cs+].[Cs+]. (3) Given the product [Cl:1][C:2]1[CH:27]=[CH:26][CH:25]=[C:24]([Cl:28])[C:3]=1/[CH:4]=[CH:5]/[C:6]1[CH:7]=[C:8]([CH2:12][C:13](=[O:23])[CH2:14][NH:15][C:16](=[O:22])[O:17][C:18]([CH3:21])([CH3:20])[CH3:19])[CH:9]=[CH:10][CH:11]=1, predict the reactants needed to synthesize it. The reactants are: [Cl:1][C:2]1[CH:27]=[CH:26][CH:25]=[C:24]([Cl:28])[C:3]=1/[CH:4]=[CH:5]/[C:6]1[CH:7]=[C:8]([CH2:12][CH:13]([OH:23])[CH2:14][NH:15][C:16](=[O:22])[O:17][C:18]([CH3:21])([CH3:20])[CH3:19])[CH:9]=[CH:10][CH:11]=1.[Cr](Cl)([O-])(=O)=O.[NH+]1C=CC=CC=1. (4) The reactants are: C([O-])([O-])=O.[K+].[K+].[OH:7][C:8]1[C:17]2[C:12](=[CH:13][CH:14]=[CH:15][CH:16]=2)[C:11]([CH2:18][C:19]([O:21][CH2:22][CH3:23])=[O:20])=[C:10]([N+:24]([O-:26])=[O:25])[CH:9]=1.[CH2:27](Br)[C:28]1[CH:33]=[CH:32][CH:31]=[CH:30][CH:29]=1. Given the product [CH2:27]([O:7][C:8]1[C:17]2[C:12](=[CH:13][CH:14]=[CH:15][CH:16]=2)[C:11]([CH2:18][C:19]([O:21][CH2:22][CH3:23])=[O:20])=[C:10]([N+:24]([O-:26])=[O:25])[CH:9]=1)[C:28]1[CH:33]=[CH:32][CH:31]=[CH:30][CH:29]=1, predict the reactants needed to synthesize it. (5) Given the product [C:1]([C:7]1[CH:15]=[CH:14][CH:13]=[CH:12][C:8]=1[C:9]([O-:11])=[O:10])(=[O:6])[CH2:2][CH2:3][CH2:4][CH3:5].[Zn+2:19].[C:1]([C:7]1[CH:15]=[CH:14][CH:13]=[CH:12][C:8]=1[C:9]([O-:11])=[O:10])(=[O:6])[CH2:2][CH2:3][CH2:4][CH3:5], predict the reactants needed to synthesize it. The reactants are: [C:1]([C:7]1[CH:15]=[CH:14][CH:13]=[CH:12][C:8]=1[C:9]([O-:11])=[O:10])(=[O:6])[CH2:2][CH2:3][CH2:4][CH3:5].[Na+].[Cl-].[Cl-].[Zn+2:19].[Na]. (6) The reactants are: Br[C:2]1[CH:7]=[CH:6][C:5]([O:8][CH3:9])=[CH:4][CH:3]=1.ClC1C=CC(OC)=CC=1.[C:19]1([N:25](C2C=CC=CC=2)[C:26]2[CH:31]=[CH:30][CH:29]=[CH:28][CH:27]=2)[CH:24]=[CH:23][CH:22]=[CH:21][CH:20]=1.CC([O-])(C)C.[Na+]. Given the product [CH3:9][O:8][C:5]1[CH:6]=[CH:7][C:2]([N:25]([C:26]2[CH:27]=[CH:28][CH:29]=[CH:30][CH:31]=2)[C:19]2[CH:24]=[CH:23][CH:22]=[CH:21][CH:20]=2)=[CH:3][CH:4]=1, predict the reactants needed to synthesize it. (7) Given the product [Cl:21][C:4]1[CH:5]=[C:6]([C:8]2[CH2:13][CH2:12][N:11]([C:14]([O:16][C:17]([CH3:20])([CH3:19])[CH3:18])=[O:15])[CH2:10][CH:9]=2)[CH:7]=[C:2]([N:23]([CH2:24][CH2:25][OH:26])[CH3:22])[N:3]=1, predict the reactants needed to synthesize it. The reactants are: Cl[C:2]1[CH:7]=[C:6]([C:8]2[CH2:13][CH2:12][N:11]([C:14]([O:16][C:17]([CH3:20])([CH3:19])[CH3:18])=[O:15])[CH2:10][CH:9]=2)[CH:5]=[C:4]([Cl:21])[N:3]=1.[CH3:22][NH:23][CH2:24][CH2:25][OH:26].